The task is: Predict which catalyst facilitates the given reaction.. This data is from Catalyst prediction with 721,799 reactions and 888 catalyst types from USPTO. (1) Reactant: [NH2:1][C:2]1[CH:3]=[C:4]([Cl:14])[C:5]([F:13])=[C:6]([C:8]([CH:10]2[CH2:12][CH2:11]2)=[O:9])[CH:7]=1.[C:15](OC(=O)C)(=[O:17])[CH3:16].C(N(CC)CC)C. Product: [Cl:14][C:4]1[CH:3]=[C:2]([NH:1][C:15](=[O:17])[CH3:16])[CH:7]=[C:6]([C:8]([CH:10]2[CH2:11][CH2:12]2)=[O:9])[C:5]=1[F:13]. The catalyst class is: 2. (2) Reactant: [CH:1]1([C:4]2[C:13]3[C:12]([N:14]4[CH2:19][CH2:18][N:17]([C:20]([O:22][C:23]([CH3:26])([CH3:25])[CH3:24])=[O:21])[CH2:16][CH2:15]4)=[N:11][C:10]([C:27]4[CH:32]=[CH:31][N:30]=[C:29]5[NH:33][C:34]([CH3:36])=[CH:35][C:28]=45)=[N:9][C:8]=3[CH:7]=[N:6][CH:5]=2)[CH2:3][CH2:2]1.[Cl:37]N1C(=O)CCC1=O. Product: [Cl:37][C:35]1[C:28]2[C:29](=[N:30][CH:31]=[CH:32][C:27]=2[C:10]2[N:11]=[C:12]([N:14]3[CH2:19][CH2:18][N:17]([C:20]([O:22][C:23]([CH3:26])([CH3:25])[CH3:24])=[O:21])[CH2:16][CH2:15]3)[C:13]3[C:4]([CH:1]4[CH2:2][CH2:3]4)=[CH:5][N:6]=[CH:7][C:8]=3[N:9]=2)[NH:33][C:34]=1[CH3:36]. The catalyst class is: 39. (3) Reactant: [NH2:1][C:2]1[N:6]([CH2:7][CH2:8][C:9]2[CH:10]=[N:11][CH:12]=[CH:13][CH:14]=2)[C:5]2[CH:15]=[CH:16][C:17]([N:19]([CH3:30])[C:20](=[O:29])[C:21]3[CH:26]=[CH:25][CH:24]=[C:23]([C:27]#[N:28])[CH:22]=3)=[CH:18][C:4]=2[N:3]=1.[O:31]1[C:35]([C:36]2[S:40][C:39]([C:41](O)=[O:42])=[CH:38][CH:37]=2)=[CH:34][N:33]=[CH:32]1.C(Cl)CCl.C1C=CC2N(O)N=NC=2C=1.C(N(CC)C(C)C)(C)C.C(=O)(O)[O-].[Na+]. Product: [C:27]([C:23]1[CH:22]=[C:21]([CH:26]=[CH:25][CH:24]=1)[C:20]([N:19]([CH3:30])[C:17]1[CH:16]=[CH:15][C:5]2[N:6]([CH2:7][CH2:8][C:9]3[CH:10]=[N:11][CH:12]=[CH:13][CH:14]=3)[C:2]([NH:1][C:41]([C:39]3[S:40][C:36]([C:35]4[O:31][CH:32]=[N:33][CH:34]=4)=[CH:37][CH:38]=3)=[O:42])=[N:3][C:4]=2[CH:18]=1)=[O:29])#[N:28]. The catalyst class is: 18. (4) The catalyst class is: 1. Reactant: [CH3:1][N:2]1[N:6]=[N:5][C:4]([NH2:7])=[N:3]1.Cl[C:9]1[CH:14]=[CH:13][C:12]([Br:15])=[CH:11][N:10]=1.CC([O-])(C)C.[K+].O. Product: [Br:15][C:12]1[CH:13]=[CH:14][C:9]([NH:7][C:4]2[N:5]=[N:6][N:2]([CH3:1])[N:3]=2)=[N:10][CH:11]=1. (5) Reactant: [CH3:1][CH:2]([CH:8]=[CH:9][CH:10]=[C:11]([CH3:18])[CH2:12][CH2:13][CH:14]=[C:15]([CH3:17])[CH3:16])[CH:3](OC)[O:4]C.O1CCCC1.CC1C=CC(S(O)(=O)=O)=CC=1.C([O-])(O)=O.[Na+]. Product: [CH3:1][CH:2]([CH:8]=[CH:9][CH:10]=[C:11]([CH3:18])[CH2:12][CH2:13][CH:14]=[C:15]([CH3:17])[CH3:16])[CH:3]=[O:4]. The catalyst class is: 6.